From a dataset of TCR-epitope binding with 47,182 pairs between 192 epitopes and 23,139 TCRs. Binary Classification. Given a T-cell receptor sequence (or CDR3 region) and an epitope sequence, predict whether binding occurs between them. (1) The epitope is ITEEVGHTDLMAAY. The TCR CDR3 sequence is CASSLAFAGGQVVYEQYF. Result: 1 (the TCR binds to the epitope). (2) The epitope is RIFTIGTVTLK. The TCR CDR3 sequence is CASSLELAGYQETQYF. Result: 1 (the TCR binds to the epitope). (3) The epitope is FADDLNQLTGY. The TCR CDR3 sequence is CASSYSNFGYTGELFF. Result: 0 (the TCR does not bind to the epitope). (4) The epitope is NEGVKAAW. The TCR CDR3 sequence is CASSVVRGVYEQYF. Result: 1 (the TCR binds to the epitope).